Dataset: Forward reaction prediction with 1.9M reactions from USPTO patents (1976-2016). Task: Predict the product of the given reaction. The product is: [O:24]1[C:29]2[CH:30]=[CH:31][C:32]([C:2]3[C:10]4[C:5](=[CH:6][CH:7]=[C:8]([CH:11]5[C:16]([C:17]#[N:18])=[C:15]([CH3:19])[NH:14][C:13]6[CH2:20][O:21][C:22](=[O:23])[C:12]5=6)[CH:9]=4)[NH:4][N:3]=3)=[CH:33][C:28]=2[O:27][CH2:26][CH2:25]1. Given the reactants Br[C:2]1[C:10]2[C:5](=[CH:6][CH:7]=[C:8]([CH:11]3[C:16]([C:17]#[N:18])=[C:15]([CH3:19])[NH:14][C:13]4[CH2:20][O:21][C:22](=[O:23])[C:12]3=4)[CH:9]=2)[NH:4][N:3]=1.[O:24]1[C:29]2[CH:30]=[CH:31][C:32](B(O)O)=[CH:33][C:28]=2[O:27][CH2:26][CH2:25]1.C(=O)(O)[O-].[Na+], predict the reaction product.